From a dataset of Full USPTO retrosynthesis dataset with 1.9M reactions from patents (1976-2016). Predict the reactants needed to synthesize the given product. (1) Given the product [C:1]([NH:5][S:6]([C:9]1[CH:10]=[N:11][C:12]([C:15]2[N:16]([C:32]3[N:37]=[CH:36][CH:35]=[CH:34][N:33]=3)[C:17]3[C:22]([C:23]=2[S:24]([CH3:27])(=[O:26])=[O:25])=[CH:21][C:20]([F:28])=[C:19]([CH2:29][CH3:30])[CH:18]=3)=[CH:13][CH:14]=1)(=[O:8])=[O:7])([CH3:4])([CH3:3])[CH3:2], predict the reactants needed to synthesize it. The reactants are: [C:1]([NH:5][S:6]([C:9]1[CH:10]=[N:11][C:12]([C:15]2[NH:16][C:17]3[C:22]([C:23]=2[S:24]([CH3:27])(=[O:26])=[O:25])=[CH:21][C:20]([F:28])=[C:19]([CH2:29][CH3:30])[CH:18]=3)=[CH:13][CH:14]=1)(=[O:8])=[O:7])([CH3:4])([CH3:3])[CH3:2].Br[C:32]1[N:37]=[CH:36][CH:35]=[CH:34][N:33]=1.C([O-])([O-])=O.[K+].[K+].CN(C=O)C. (2) The reactants are: [CH2:1]([O:8][C:9]1[CH:10]=[C:11]2[C:16](=[CH:17][CH:18]=1)[C:15]([O:19][CH3:20])=[C:14](Br)[CH:13]=[CH:12]2)[C:2]1[CH:7]=[CH:6][CH:5]=[CH:4][CH:3]=1.[C:22]([C:25]1[CH:30]=[CH:29][C:28](B(O)O)=[CH:27][CH:26]=1)([OH:24])=[O:23]. Given the product [CH2:1]([O:8][C:9]1[CH:10]=[C:11]2[C:16](=[CH:17][CH:18]=1)[C:15]([O:19][CH3:20])=[C:14]([C:28]1[CH:29]=[CH:30][C:25]([C:22]([OH:24])=[O:23])=[CH:26][CH:27]=1)[CH:13]=[CH:12]2)[C:2]1[CH:7]=[CH:6][CH:5]=[CH:4][CH:3]=1, predict the reactants needed to synthesize it.